This data is from Reaction yield outcomes from USPTO patents with 853,638 reactions. The task is: Predict the reaction yield, written as a fraction of the theoretical maximum amount of product (1.0 means a 100% yield; for example, 0.34 means a 34% yield). (1) The reactants are Cl[C:2](=[N:16][OH:17])[C@H:3]1[CH2:8][CH2:7][CH2:6][CH2:5][N:4]1[C:9]([O:11][C:12]([CH3:15])([CH3:14])[CH3:13])=[O:10].[C:18]([C:20]1[CH:21]=[C:22]([CH:25]=[CH:26][CH:27]=1)[C:23]#[N:24])#[CH:19].CCN(CC)CC. The catalyst is C(Cl)Cl. The product is [C:12]([O:11][C:9]([N:4]1[CH2:5][CH2:6][CH2:7][CH2:8][C@@H:3]1[C:2]1[CH:19]=[C:18]([C:20]2[CH:27]=[CH:26][CH:25]=[C:22]([C:23]#[N:24])[CH:21]=2)[O:17][N:16]=1)=[O:10])([CH3:15])([CH3:14])[CH3:13]. The yield is 0.290. (2) The reactants are [CH3:1][O:2][C:3]1[C:4]([N+:16]([O-])=O)=[C:5]([NH:11][CH2:12][C:13](O)=[O:14])[CH:6]=[CH:7][C:8]=1[O:9][CH3:10]. The product is [CH3:10][O:9][C:8]1[C:3]([O:2][CH3:1])=[C:4]2[C:5]([NH:11][CH2:12][C:13](=[O:14])[NH:16]2)=[CH:6][CH:7]=1. The catalyst is [Pd].CO. The yield is 0.520.